From a dataset of Reaction yield outcomes from USPTO patents with 853,638 reactions. Predict the reaction yield, written as a fraction of the theoretical maximum amount of product (1.0 means a 100% yield; for example, 0.34 means a 34% yield). The reactants are Br[C:2]1[C:11]2[O:10][CH:9]([CH3:12])[CH2:8][N:7]([C:13]([O:15][C:16]([CH3:19])([CH3:18])[CH3:17])=[O:14])[CH2:6][C:5]=2[S:4][CH:3]=1.[CH:20]1(B(O)O)[CH2:22][CH2:21]1.C1(P(C2CCCCC2)C2CCCCC2)CCCCC1.CC(C)([O-])C.[K+]. The catalyst is C([O-])(=O)C.[Pd+2].C([O-])(=O)C.C1(C)C=CC=CC=1. The product is [CH:20]1([C:2]2[C:11]3[O:10][CH:9]([CH3:12])[CH2:8][N:7]([C:13]([O:15][C:16]([CH3:19])([CH3:18])[CH3:17])=[O:14])[CH2:6][C:5]=3[S:4][CH:3]=2)[CH2:22][CH2:21]1. The yield is 0.860.